From a dataset of Full USPTO retrosynthesis dataset with 1.9M reactions from patents (1976-2016). Predict the reactants needed to synthesize the given product. (1) Given the product [Cl:9][C:3]1[C:2]([OH:1])=[CH:7][CH:6]=[C:5]([CH3:8])[N:4]=1, predict the reactants needed to synthesize it. The reactants are: [OH:1][C:2]1[CH:3]=[N:4][C:5]([CH3:8])=[CH:6][CH:7]=1.[Cl:9]N1C(=O)CCC1=O.S(OS([O-])=O)([O-])=O.[Na+].[Na+].C[O-].[Na+].Cl. (2) Given the product [OH:30][C@@H:31]1[CH2:36][CH2:35][CH2:34][CH2:33][C@H:32]1[NH:37][C:3]([C:4]1[CH:21]=[C:20]([C:11]2[CH:12]=[C:13]([C:16]([F:19])([F:18])[F:17])[CH:14]=[CH:15][C:10]=2[Cl:9])[N:29]([CH2:28][CH2:27][CH:24]2[CH2:26][CH2:25]2)[C:5]=1[CH3:6])=[O:8], predict the reactants needed to synthesize it. The reactants are: CO[C:3](=[O:8])[CH2:4][C:5](=O)[CH3:6].[Cl:9][C:10]1[CH:15]=[CH:14][C:13]([C:16]([F:19])([F:18])[F:17])=[CH:12][C:11]=1[C:20](=O)[CH2:21]Br.[CH:24]1([CH2:27][CH2:28][NH2:29])[CH2:26][CH2:25]1.[OH:30][C@@H:31]1[CH2:36][CH2:35][CH2:34][CH2:33][C@H:32]1[NH2:37].